From a dataset of Forward reaction prediction with 1.9M reactions from USPTO patents (1976-2016). Predict the product of the given reaction. Given the reactants [NH2:1][C@@H:2]([CH2:5][CH3:6])[CH2:3][OH:4].CCN(C(C)C)C(C)C.[C:16](Cl)([C:29]1[CH:34]=[CH:33][CH:32]=[CH:31][CH:30]=1)([C:23]1[CH:28]=[CH:27][CH:26]=[CH:25][CH:24]=1)[C:17]1[CH:22]=[CH:21][CH:20]=[CH:19][CH:18]=1.CCCCCC, predict the reaction product. The product is: [C:16]([NH:1][C@@H:2]([CH2:5][CH3:6])[CH2:3][OH:4])([C:17]1[CH:22]=[CH:21][CH:20]=[CH:19][CH:18]=1)([C:29]1[CH:30]=[CH:31][CH:32]=[CH:33][CH:34]=1)[C:23]1[CH:24]=[CH:25][CH:26]=[CH:27][CH:28]=1.